This data is from Cav3 T-type calcium channel HTS with 100,875 compounds. The task is: Binary Classification. Given a drug SMILES string, predict its activity (active/inactive) in a high-throughput screening assay against a specified biological target. (1) The drug is ON1C(C([N+]([O-])=C2C1=c1c(=C2N=O)cccc1)(C)C)(C)C. The result is 0 (inactive). (2) The result is 1 (active). The drug is S(=O)(=O)(N1CCCCC1)c1cc(sc1)C(=O)Nc1ccc(cc1)C. (3) The molecule is Fc1c(N2CCN(CC2)CCNC(=O)CCc2onc(n2)c2ccc(OC)cc2)cccc1. The result is 0 (inactive). (4) The compound is Clc1cc(Nc2scc(n2)c2sc(NC(=O)C(CC)C)nc2C)c(OC)cc1. The result is 0 (inactive). (5) The compound is S(=O)(=O)(NC(=O)Nc1c(OC)cccc1)c1ccc(cc1)C. The result is 0 (inactive). (6) The molecule is Clc1c(c2noc(c2C(=O)Nc2cc(F)c(cc2)C)C)c(F)ccc1. The result is 1 (active).